This data is from Reaction yield outcomes from USPTO patents with 853,638 reactions. The task is: Predict the reaction yield, written as a fraction of the theoretical maximum amount of product (1.0 means a 100% yield; for example, 0.34 means a 34% yield). (1) The reactants are [CH2:1]([C:3]1[CH:8]=[CH:7][C:6]([C:9](=O)/[CH:10]=[CH:11]/[C:12]([CH3:15])([CH3:14])[CH3:13])=[CH:5][CH:4]=1)[CH3:2].[NH2:17][C:18]1[NH:22][N:21]=[CH:20][C:19]=1[C:23]([O:25][CH2:26][CH3:27])=[O:24].C(O)(C(F)(F)F)=O. The catalyst is COCCO.CCOC(C)=O. The product is [C:12]([CH:11]1[N:22]2[N:21]=[CH:20][C:19]([C:23]([O:25][CH2:26][CH3:27])=[O:24])=[C:18]2[NH:17][C:9]([C:6]2[CH:7]=[CH:8][C:3]([CH2:1][CH3:2])=[CH:4][CH:5]=2)=[CH:10]1)([CH3:15])([CH3:14])[CH3:13]. The yield is 0.670. (2) The reactants are [NH2:1][C:2]1[N:10]=[C:9]([O:11][CH2:12][CH2:13][C:14]2[CH:19]=[CH:18][C:17]([Cl:20])=[CH:16][CH:15]=2)[N:8]=[C:7]2[C:3]=1[N:4]=[CH:5][N:6]2[C@@H:21]1[O:35][C@H:34]([C:36](C)(C)[O:37]C(C)(C)C)[C@@H:28]([O:29]C(C)(C)C)[C@H:22]1[O:23]C(C)(C)C.[F-].[NH4+]. The catalyst is CO. The product is [Cl:20][C:17]1[CH:16]=[CH:15][C:14]([CH2:13][CH2:12][O:11][C:9]2[N:10]=[C:2]([NH2:1])[C:3]3[N:4]=[CH:5][N:6]([C:7]=3[N:8]=2)[C@@H:21]2[O:35][C@H:34]([CH2:36][OH:37])[C@@H:28]([OH:29])[C@H:22]2[OH:23])=[CH:19][CH:18]=1. The yield is 0.598. (3) The reactants are [NH2:1][CH2:2][C:3]1[CH:4]=[C:5]([NH:23][C:24](=[O:27])[O:25][CH3:26])[CH:6]=[N:7][C:8]=1[S:9](=[O:22])(=[O:21])[NH:10][C:11]1[CH:12]=[CH:13][C:14]2[CH2:18][O:17][B:16]([OH:19])[C:15]=2[CH:20]=1.[O:28]([C:30]#[N:31])[K]. The catalyst is CC(O)=O.O. The product is [OH:19][B:16]1[C:15]2[CH:20]=[C:11]([NH:10][S:9]([C:8]3[N:7]=[CH:6][C:5]([NH:23][C:24](=[O:27])[O:25][CH3:26])=[CH:4][C:3]=3[CH2:2][NH:1][C:30]([NH2:31])=[O:28])(=[O:22])=[O:21])[CH:12]=[CH:13][C:14]=2[CH2:18][O:17]1. The yield is 0.360. (4) The reactants are C(O)(C(F)(F)F)=O.C(OC([N:15]([C:23]1[C:28]([C:29]#[CH:30])=[N:27][C:26]([C:31]2[CH:36]=[CH:35][C:34]([S:37]([CH:40]([CH3:42])[CH3:41])(=[O:39])=[O:38])=[CH:33][CH:32]=2)=[CH:25][N:24]=1)C(=O)OC(C)(C)C)=O)(C)(C)C. The catalyst is C(Cl)Cl. The product is [C:29]([C:28]1[C:23]([NH2:15])=[N:24][CH:25]=[C:26]([C:31]2[CH:32]=[CH:33][C:34]([S:37]([CH:40]([CH3:41])[CH3:42])(=[O:39])=[O:38])=[CH:35][CH:36]=2)[N:27]=1)#[CH:30]. The yield is 0.930. (5) The reactants are Cl.[Cl:2][C:3]1[CH:33]=[CH:32][C:31]([O:34]C)=[CH:30][C:4]=1[C:5]([NH:7][C:8]1[CH:9]=[N:10][C:11]([NH:14][C:15]2[CH:20]=[CH:19][C:18]([C:21]([N:23]3[CH2:28][CH2:27][N:26]([CH3:29])[CH2:25][CH2:24]3)=[O:22])=[CH:17][CH:16]=2)=[N:12][CH:13]=1)=[O:6].B(Br)(Br)Br. The catalyst is C(Cl)Cl. The product is [Cl:2][C:3]1[CH:33]=[CH:32][C:31]([OH:34])=[CH:30][C:4]=1[C:5]([NH:7][C:8]1[CH:9]=[N:10][C:11]([NH:14][C:15]2[CH:20]=[CH:19][C:18]([C:21]([N:23]3[CH2:28][CH2:27][N:26]([CH3:29])[CH2:25][CH2:24]3)=[O:22])=[CH:17][CH:16]=2)=[N:12][CH:13]=1)=[O:6]. The yield is 0.100. (6) The reactants are [F:1][C:2]([F:25])([F:24])[C:3]1[CH:19]=[C:18]([C:20]([F:23])([F:22])[F:21])[CH:17]=[CH:16][C:4]=1[CH2:5][O:6][C:7]1[CH:14]=[CH:13][C:10]([CH:11]=[O:12])=[CH:9][C:8]=1[OH:15].C(=O)([O-])[O-].[K+].[K+].Br[CH2:33][CH:34]1[CH2:39][CH2:38][CH2:37][CH2:36][CH2:35]1.O. The catalyst is CN(C=O)C. The product is [F:1][C:2]([F:24])([F:25])[C:3]1[CH:19]=[C:18]([C:20]([F:23])([F:22])[F:21])[CH:17]=[CH:16][C:4]=1[CH2:5][O:6][C:7]1[CH:14]=[CH:13][C:10]([CH:11]=[O:12])=[CH:9][C:8]=1[O:15][CH2:33][CH:34]1[CH2:39][CH2:38][CH2:37][CH2:36][CH2:35]1. The yield is 0.430. (7) The catalyst is [Pd]. The yield is 0.930. The product is [CH2:1]([CH:3]([CH2:17][CH3:18])[C@@H:4]([C:14]([NH2:16])=[O:15])[NH2:5])[CH3:2]. The reactants are [CH2:1]([CH:3]([CH2:17][CH3:18])[C@@H:4]([C:14]([NH2:16])=[O:15])[NH:5][C@H](C1C=CC=CC=1)C)[CH3:2]. (8) The reactants are [CH3:1][O:2][C:3]1[CH:4]=[C:5]([O:17][C:18]2[CH:23]=[CH:22][C:21]([S:24]([CH3:27])(=[O:26])=[O:25])=[CH:20][CH:19]=2)[CH:6]=[C:7]2[C:11]=1[NH:10][C:9]([C:12]([O:14]CC)=[O:13])=[CH:8]2.[OH-].[K+]. The catalyst is O1CCCC1.CO.O. The product is [CH3:1][O:2][C:3]1[CH:4]=[C:5]([O:17][C:18]2[CH:19]=[CH:20][C:21]([S:24]([CH3:27])(=[O:26])=[O:25])=[CH:22][CH:23]=2)[CH:6]=[C:7]2[C:11]=1[NH:10][C:9]([C:12]([OH:14])=[O:13])=[CH:8]2. The yield is 0.910. (9) The reactants are [CH3:1][O:2][C:3]([C:5]1[C:9]2[CH:10]=[CH:11][C:12](OS(C(F)(F)F)(=O)=O)=[CH:13][C:8]=2[O:7][C:6]=1[CH3:22])=[O:4].[B:23]1([B:23]2[O:27][C:26]([CH3:29])([CH3:28])[C:25]([CH3:31])([CH3:30])[O:24]2)[O:27][C:26]([CH3:29])([CH3:28])[C:25]([CH3:31])([CH3:30])[O:24]1.[F-].[Cs+]. The catalyst is C(#N)C.CC([O-])=O.CC([O-])=O.[Pd+2].C1(P(C2CCCCC2)C2CCCCC2)CCCCC1. The product is [CH3:1][O:2][C:3]([C:5]1[C:9]2[CH:10]=[CH:11][C:12]([B:23]3[O:27][C:26]([CH3:29])([CH3:28])[C:25]([CH3:31])([CH3:30])[O:24]3)=[CH:13][C:8]=2[O:7][C:6]=1[CH3:22])=[O:4]. The yield is 0.650.